Dataset: Full USPTO retrosynthesis dataset with 1.9M reactions from patents (1976-2016). Task: Predict the reactants needed to synthesize the given product. (1) Given the product [CH:17]1([C:15]2[N:16]=[C:11]3[CH:10]=[CH:9][C:8]([N:5]4[CH:6]=[CH:7][C:2]([O:30][CH2:29][C:27]5[O:28][C:24]([C:23]([F:32])([F:22])[F:31])=[CH:25][CH:26]=5)=[CH:3][C:4]4=[O:21])=[CH:13][N:12]3[C:14]=2[CH3:20])[CH2:19][CH2:18]1, predict the reactants needed to synthesize it. The reactants are: Br[C:2]1[CH:7]=[CH:6][N:5]([C:8]2[CH:9]=[CH:10][C:11]3[N:12]([C:14]([CH3:20])=[C:15]([CH:17]4[CH2:19][CH2:18]4)[N:16]=3)[CH:13]=2)[C:4](=[O:21])[CH:3]=1.[F:22][C:23]([F:32])([F:31])[C:24]1[O:28][C:27]([CH2:29][OH:30])=[CH:26][CH:25]=1.CC(C)([O-])C.[K+]. (2) Given the product [Cl:15][C:16]1[CH:21]=[CH:20][C:19]([O:25][CH3:26])=[C:18]([C:2]2[N:7]=[N:6][C:5]([NH2:8])=[N:4][C:3]=2[C:9]2[CH:14]=[CH:13][CH:12]=[CH:11][CH:10]=2)[CH:17]=1, predict the reactants needed to synthesize it. The reactants are: Br[C:2]1[N:7]=[N:6][C:5]([NH2:8])=[N:4][C:3]=1[C:9]1[CH:14]=[CH:13][CH:12]=[CH:11][CH:10]=1.[Cl:15][C:16]1[CH:17]=[CH:18][C:19]([O:25][CH3:26])=[C:20](B(O)O)[CH:21]=1. (3) Given the product [Br:1][C:10]1[CH:9]=[CH:8][C:7]([OH:12])=[C:6]([CH:3]2[CH2:5][CH2:4]2)[CH:11]=1, predict the reactants needed to synthesize it. The reactants are: [Br:1]Br.[CH:3]1([C:6]2[CH:11]=[CH:10][CH:9]=[CH:8][C:7]=2[OH:12])[CH2:5][CH2:4]1. (4) Given the product [Br:1][C:2]1[CH:3]=[CH:4][C:5]([C:8]([CH3:15])([CH3:14])[CH2:9][OH:10])=[CH:6][CH:7]=1, predict the reactants needed to synthesize it. The reactants are: [Br:1][C:2]1[CH:7]=[CH:6][C:5]([C:8]([CH3:15])([CH3:14])[C:9](OCC)=[O:10])=[CH:4][CH:3]=1.[H-].[H-].[H-].[H-].[Li+].[Al+3]. (5) Given the product [Br:1][C:2]1[C:10]2[N:9]=[CH:8][N:7]([CH2:19][O:18][CH2:17][CH2:16][Si:15]([CH3:22])([CH3:21])[CH3:14])[C:6]=2[CH:5]=[C:4]([Cl:11])[CH:3]=1, predict the reactants needed to synthesize it. The reactants are: [Br:1][C:2]1[C:10]2[N:9]=[CH:8][NH:7][C:6]=2[CH:5]=[C:4]([Cl:11])[CH:3]=1.[H-].[Na+].[CH3:14][Si:15]([CH3:22])([CH3:21])[CH2:16][CH2:17][O:18][CH2:19]Cl.O. (6) Given the product [Cl:1][C:2]1[N:7]=[CH:6][C:5]([C:8]2[S:9][C:10]([CH3:27])=[C:11]([C:13]([NH2:15])=[O:14])[N:12]=2)=[C:4]([NH:22][CH:23]([CH3:24])[CH3:25])[CH:3]=1, predict the reactants needed to synthesize it. The reactants are: [Cl:1][C:2]1[N:7]=[CH:6][C:5]([C:8]2[S:9][CH:10]=[C:11]([C:13]([N:15]3CCCC(O)C3)=[O:14])[N:12]=2)=[C:4]([NH:22][CH:23]([CH3:25])[CH3:24])[CH:3]=1.N1CCCC(O)[CH2:27]1.[Cl-].[NH4+].